From a dataset of Forward reaction prediction with 1.9M reactions from USPTO patents (1976-2016). Predict the product of the given reaction. Given the reactants [CH2:1]([N:8]1[CH2:12][C@@H:11]([C:13]2[CH:18]=[CH:17][C:16]([Cl:19])=[CH:15][CH:14]=2)[C@@H:10]([C:20]([OH:22])=[O:21])[CH2:9]1)[C:2]1[CH:7]=[CH:6][CH:5]=[CH:4][CH:3]=1.S(=O)(=O)(O)O.[C:28](OC)(C)(C)C.C(=O)([O-])[O-].[Na+].[Na+], predict the reaction product. The product is: [CH3:28][O:21][C:20]([C@@H:10]1[C@H:11]([C:13]2[CH:14]=[CH:15][C:16]([Cl:19])=[CH:17][CH:18]=2)[CH2:12][N:8]([CH2:1][C:2]2[CH:3]=[CH:4][CH:5]=[CH:6][CH:7]=2)[CH2:9]1)=[O:22].